Dataset: Forward reaction prediction with 1.9M reactions from USPTO patents (1976-2016). Task: Predict the product of the given reaction. (1) Given the reactants CO[C:3](=[O:12])[C:4]1[CH:9]=[C:8](Br)[C:7]([OH:11])=[N:6][CH:5]=1.[Cl:13][C:14]1[CH:19]=[CH:18][C:17](B(O)O)=[CH:16][CH:15]=1.Cl.[NH2:24][CH2:25][C@H:26]1[CH2:31][CH2:30][CH2:29][CH2:28][C@H:27]1[OH:32].[CH3:33][O:34][CH2:35][CH2:36]O, predict the reaction product. The product is: [Cl:13][C:14]1[CH:19]=[CH:18][C:17]([C:8]2[C:7]([O:11][CH2:36][CH2:35][O:34][CH3:33])=[N:6][CH:5]=[C:4]([CH:9]=2)[C:3]([NH:24][CH2:25][CH:26]2[CH2:31][CH2:30][CH2:29][CH2:28][CH:27]2[OH:32])=[O:12])=[CH:16][CH:15]=1. (2) Given the reactants C([O:3][C:4](=[O:19])[C@@H:5]([O:17][CH3:18])[CH2:6][C:7]1[CH:12]=[CH:11][C:10]([O:13][CH2:14][CH2:15]Br)=[CH:9][CH:8]=1)C.[F:20][C:21]1[CH:26]=[CH:25][CH:24]=[CH:23][C:22]=1[C:27]1[CH:32]=[CH:31][C:30]([OH:33])=[CH:29][CH:28]=1.CO[C@@H](CC1C=CC(OCCCOC2C=CC=CC=2)=CC=1)C(O)=O, predict the reaction product. The product is: [F:20][C:21]1[CH:26]=[CH:25][CH:24]=[CH:23][C:22]=1[C:27]1[CH:28]=[CH:29][C:30]([O:33][CH2:15][CH2:14][O:13][C:10]2[CH:9]=[CH:8][C:7]([CH2:6][C@H:5]([O:17][CH3:18])[C:4]([OH:3])=[O:19])=[CH:12][CH:11]=2)=[CH:31][CH:32]=1. (3) Given the reactants Cl[CH:2]=[C:3]([CH2:9][CH2:10][CH3:11])[C:4](=O)[CH:5]([CH3:7])[CH3:6].C([O:14][C:15](=[O:18])[CH2:16][SH:17])C, predict the reaction product. The product is: [CH:5]([C:4]1[C:3]([CH2:9][CH2:10][CH3:11])=[CH:2][S:17][C:16]=1[C:15]([OH:18])=[O:14])([CH3:7])[CH3:6]. (4) Given the reactants [F:1][C:2]1[CH:3]=[CH:4][C:5]2[N:6]([CH:8]=[N:9][N:10]=2)[CH:7]=1.[Cl:11]N1C(=O)CCC1=O, predict the reaction product. The product is: [Cl:11][C:8]1[N:6]2[CH:7]=[C:2]([F:1])[CH:3]=[CH:4][C:5]2=[N:10][N:9]=1. (5) Given the reactants C(NC(C1SC(NC(N(CC(OC)OC)CC2C=CC(F)=CC=2)=O)=NC=1C)=O)C1C=CC=CC=1.CO[CH:37]([O:68]C)[CH2:38][N:39]([CH2:59][CH2:60][C:61]1[CH:66]=[CH:65][C:64]([F:67])=[CH:63][CH:62]=1)[C:40](=[O:58])[NH:41][C:42]1[S:43][C:44]([C:48]([NH:50][CH2:51][C:52]2[CH:53]=[N:54][CH:55]=[CH:56][CH:57]=2)=[O:49])=[C:45]([CH3:47])[N:46]=1, predict the reaction product. The product is: [F:67][C:64]1[CH:63]=[CH:62][C:61]([CH2:60][CH2:59][N:39]2[CH2:38][CH:37]([OH:68])[N:41]([C:42]3[S:43][C:44]([C:48]([NH:50][CH2:51][C:52]4[CH:53]=[N:54][CH:55]=[CH:56][CH:57]=4)=[O:49])=[C:45]([CH3:47])[N:46]=3)[C:40]2=[O:58])=[CH:66][CH:65]=1. (6) Given the reactants [C:1]([OH:13])(=[O:12])[CH2:2][C:3]([CH2:8][C:9]([OH:11])=[O:10])([C:5]([OH:7])=[O:6])[OH:4].[P:14]([O-:18])([O-:17])([OH:16])=[O:15].[Na+].[Na+], predict the reaction product. The product is: [C:1]([OH:13])(=[O:12])[CH2:2][C:3]([CH2:8][C:9]([OH:11])=[O:10])([C:5]([OH:7])=[O:6])[OH:4].[P:14]([O-:18])([O-:17])([O-:16])=[O:15]. (7) Given the reactants [OH:1][C:2]1[C:11]2[C:6](=[CH:7][CH:8]=[CH:9][CH:10]=2)[CH:5]=[CH:4][C:3]=1[C:12]1[S:13][C:14]2[CH:20]=[CH:19][CH:18]=[CH:17][C:15]=2[N:16]=1.[C:21]1([B:27](O[B:27]([C:21]2[CH:22]=[CH:23][CH:24]=[CH:25][CH:26]=2)[C:28]2[CH:29]=[CH:30][CH:31]=[CH:32][CH:33]=2)[C:28]2[CH:33]=[CH:32][CH:31]=[CH:30][CH:29]=2)[CH:26]=[CH:25][CH:24]=[CH:23][CH:22]=1, predict the reaction product. The product is: [C:28]1([B:27]([C:21]2[CH:22]=[CH:23][CH:24]=[CH:25][CH:26]=2)[O:1][C:2]2[CH:11]=[CH:10][C:9]3[C:4](=[CH:5][CH:6]=[CH:7][CH:8]=3)[C:3]=2[C:12]2[S:13][C:14]3[CH:20]=[CH:19][CH:18]=[CH:17][C:15]=3[N:16]=2)[CH:29]=[CH:30][CH:31]=[CH:32][CH:33]=1. (8) Given the reactants [N:1]1([CH2:6][C:7]2[CH:12]=[CH:11][C:10]([CH2:13][CH2:14][NH2:15])=[CH:9][CH:8]=2)[CH2:5][CH2:4][CH2:3][CH2:2]1.[S:16]1[CH:20]=[CH:19][C:18]([C:21]2[CH:29]=[CH:28][C:24]([C:25](O)=[O:26])=[CH:23][CH:22]=2)=[CH:17]1, predict the reaction product. The product is: [N:1]1([CH2:6][C:7]2[CH:12]=[CH:11][C:10]([CH2:13][CH2:14][NH:15][C:25](=[O:26])[C:24]3[CH:23]=[CH:22][C:21]([C:18]4[CH:19]=[CH:20][S:16][CH:17]=4)=[CH:29][CH:28]=3)=[CH:9][CH:8]=2)[CH2:5][CH2:4][CH2:3][CH2:2]1. (9) Given the reactants [F:1][CH:2]([F:24])[O:3][C:4]1[CH:9]=[CH:8][C:7]([N:10]2[CH:15]=[CH:14][C:13](=[O:16])[C:12]([C:17](=O)/[CH:18]=[CH:19]/[N:20](C)C)=[N:11]2)=[CH:6][CH:5]=1.[F:25][C:26]1[CH:27]=[C:28]([NH:32]N)[CH:29]=[CH:30][CH:31]=1.N([O-])=O.[Na+].[Sn](Cl)Cl, predict the reaction product. The product is: [F:1][CH:2]([F:24])[O:3][C:4]1[CH:9]=[CH:8][C:7]([N:10]2[CH:15]=[CH:14][C:13](=[O:16])[C:12]([C:17]3[N:32]([C:28]4[CH:29]=[CH:30][CH:31]=[C:26]([F:25])[CH:27]=4)[N:20]=[CH:19][CH:18]=3)=[N:11]2)=[CH:6][CH:5]=1.